Dataset: Forward reaction prediction with 1.9M reactions from USPTO patents (1976-2016). Task: Predict the product of the given reaction. (1) The product is: [CH3:1][O:2][C:3]1[C:7]([N+:8]([O-:10])=[O:9])=[CH:6][N:5]([CH2:18][CH:19]([OH:21])[CH3:20])[N:4]=1. Given the reactants [CH3:1][O:2][C:3]1[C:7]([N+:8]([O-:10])=[O:9])=[CH:6][NH:5][N:4]=1.C(=O)([O-])[O-].[Cs+].[Cs+].Br[CH2:18][CH:19]([OH:21])[CH3:20], predict the reaction product. (2) Given the reactants [OH:1][N:2]=[C:3]([C:5]12[CH2:12][CH2:11][C:8]([C:13]3[N:17]([CH3:18])[C:16]([C:19]4[CH:24]=[CH:23][CH:22]=[CH:21][C:20]=4[C:25]([F:28])([F:27])[F:26])=[N:15][N:14]=3)([CH2:9][CH2:10]1)[CH2:7][CH2:6]2)[NH2:4].[F:29][C:30]1([F:37])[CH2:33][CH:32]([C:34](O)=O)[CH2:31]1.C(N1C=CN=C1)(N1C=CN=C1)=O, predict the reaction product. The product is: [F:29][C:30]1([F:37])[CH2:33][CH:32]([C:34]2[O:1][N:2]=[C:3]([C:5]34[CH2:12][CH2:11][C:8]([C:13]5[N:17]([CH3:18])[C:16]([C:19]6[CH:24]=[CH:23][CH:22]=[CH:21][C:20]=6[C:25]([F:28])([F:27])[F:26])=[N:15][N:14]=5)([CH2:9][CH2:10]3)[CH2:7][CH2:6]4)[N:4]=2)[CH2:31]1.